Dataset: Reaction yield outcomes from USPTO patents with 853,638 reactions. Task: Predict the reaction yield, written as a fraction of the theoretical maximum amount of product (1.0 means a 100% yield; for example, 0.34 means a 34% yield). (1) The reactants are [Cl:1][C:2](=[CH2:10])[C:3]([CH3:9])([CH3:8])[C:4]([O:6]C)=[O:5].[OH-].[Na+]. The catalyst is O. The product is [Cl:1][C:2](=[CH2:10])[C:3]([CH3:9])([CH3:8])[C:4]([OH:6])=[O:5]. The yield is 0.700. (2) The reactants are [CH3:1][O:2][C:3]([C:5]1[C:6]2[CH:7]=[CH:8][N:9]([CH:16]([CH3:18])[CH3:17])[C:10]=2[CH:11]=[C:12]([O:14]C)[CH:13]=1)=[O:4].[Cl-].[Al+3].[Cl-].[Cl-]. The catalyst is C1(C)C=CC=CC=1.O. The product is [CH3:1][O:2][C:3]([C:5]1[C:6]2[CH:7]=[CH:8][N:9]([CH:16]([CH3:18])[CH3:17])[C:10]=2[CH:11]=[C:12]([OH:14])[CH:13]=1)=[O:4]. The yield is 0.830. (3) The reactants are Br[C:2]1[CH:7]=[C:6]([NH:8][C:9](=[O:18])[C:10]2[C:15]([Cl:16])=[CH:14][CH:13]=[CH:12][C:11]=2[Cl:17])[CH:5]=[CH:4][N:3]=1.[NH2:19][C:20]1[N:25]=[CH:24][CH:23]=[CH:22][N:21]=1.CC1(C)C2C(=C(P(C3C=CC=CC=3)C3C=CC=CC=3)C=CC=2)OC2C(P(C3C=CC=CC=3)C3C=CC=CC=3)=CC=CC1=2.C([O-])([O-])=O.[Cs+].[Cs+]. The catalyst is C1C=CC(/C=C/C(/C=C/C2C=CC=CC=2)=O)=CC=1.C1C=CC(/C=C/C(/C=C/C2C=CC=CC=2)=O)=CC=1.C1C=CC(/C=C/C(/C=C/C2C=CC=CC=2)=O)=CC=1.[Pd].[Pd].O1CCOCC1. The product is [Cl:17][C:11]1[CH:12]=[CH:13][CH:14]=[C:15]([Cl:16])[C:10]=1[C:9]([NH:8][C:6]1[CH:5]=[CH:4][N:3]=[C:2]([NH:19][C:20]2[N:25]=[CH:24][CH:23]=[CH:22][N:21]=2)[CH:7]=1)=[O:18]. The yield is 0.120. (4) The reactants are [NH2:1][CH:2]([C:8]#[N:9])[C:3]([O:5][CH2:6][CH3:7])=[O:4].N1C=CC=CC=1.[F:16][C:17]1[CH:25]=[CH:24][CH:23]=[C:22]([F:26])[C:18]=1[C:19](Cl)=[O:20]. The catalyst is ClCCl.C(OCC)(=O)C. The product is [C:8]([CH:2]([NH:1][C:19](=[O:20])[C:18]1[C:17]([F:16])=[CH:25][CH:24]=[CH:23][C:22]=1[F:26])[C:3]([O:5][CH2:6][CH3:7])=[O:4])#[N:9]. The yield is 0.840. (5) The reactants are [CH3:1][C@:2]1([CH2:24][N:25]2[C:29]3[CH:30]=[C:31]([C:34]#[N:35])[CH:32]=[CH:33][C:28]=3[N:27]=[CH:26]2)[CH2:23][CH2:22][CH2:21][C:4]2(O[C@H](C3C=CC=CC=3)[C@@H](C3C=CC=CC=3)[O:5]2)[CH2:3]1. The catalyst is C(O)=O. The product is [CH3:1][C@:2]1([CH2:24][N:25]2[C:29]3[CH:30]=[C:31]([C:34]#[N:35])[CH:32]=[CH:33][C:28]=3[N:27]=[CH:26]2)[CH2:23][CH2:22][CH2:21][C:4](=[O:5])[CH2:3]1. The yield is 0.780. (6) The reactants are C1(O[C:8](=[O:24])[NH:9][C:10]2[S:14][N:13]=[C:12]([S:15][CH2:16][CH2:17][CH2:18][CH2:19][CH3:20])[C:11]=2[C:21](=[O:23])[NH2:22])C=CC=CC=1.[NH2:25][CH2:26][CH2:27][CH2:28][N:29]1[CH2:33][CH2:32][CH2:31][CH2:30]1.[OH-].[Na+]. The catalyst is O1CCCC1. The product is [CH2:16]([S:15][C:12]1[C:11]([C:21]([NH2:22])=[O:23])=[C:10]([NH:9][C:8]([NH:25][CH2:26][CH2:27][CH2:28][N:29]2[CH2:33][CH2:32][CH2:31][CH2:30]2)=[O:24])[S:14][N:13]=1)[CH2:17][CH2:18][CH2:19][CH3:20]. The yield is 0.780. (7) The reactants are [CH3:1][C:2]1[C:10]2[N:9]=[C:8]([CH2:11][NH:12][C:13]3[CH:17]=[CH:16][NH:15][C:14]=3[C:18]([O:20]CC)=O)[NH:7][C:6]=2[CH:5]=[CH:4][C:3]=1[CH3:23].C([N:32]=[C:33]=[S:34])(=O)C1C=CC=CC=1. The catalyst is C(Cl)Cl. The product is [CH3:1][C:2]1[C:10]2[N:9]=[C:8]([CH2:11][N:12]3[C:13]4[CH:17]=[CH:16][NH:15][C:14]=4[C:18](=[O:20])[NH:32][C:33]3=[S:34])[NH:7][C:6]=2[CH:5]=[CH:4][C:3]=1[CH3:23]. The yield is 0.180.